Dataset: Full USPTO retrosynthesis dataset with 1.9M reactions from patents (1976-2016). Task: Predict the reactants needed to synthesize the given product. (1) Given the product [OH:8][CH2:9][C@H:10]1[CH2:15][N:14]([C:16]([O:18][C:19]([CH3:21])([CH3:22])[CH3:20])=[O:17])[CH2:13][C@@H:12]([C:23]([O:25][CH3:26])=[O:24])[O:11]1, predict the reactants needed to synthesize it. The reactants are: C([O:8][CH2:9][C@H:10]1[CH2:15][N:14]([C:16]([O:18][C:19]([CH3:22])([CH3:21])[CH3:20])=[O:17])[CH2:13][C@@H:12]([C:23]([O:25][CH3:26])=[O:24])[O:11]1)C1C=CC=CC=1. (2) Given the product [CH:60]1([C:58]([NH:57][C:55]2[S:54][C:52]3[C:51]([N:56]=2)=[CH:50][CH:49]=[C:48]([O:47][C:46]2[CH:63]=[C:42]([NH:41][C:10](=[O:12])[C:9]4[CH:13]=[CH:14][CH:15]=[C:7]([O:6][C:2]([F:1])([F:16])[CH:3]([F:4])[F:5])[CH:8]=4)[CH:43]=[CH:44][C:45]=2[CH3:64])[N:53]=3)=[O:59])[CH2:61][CH2:62]1, predict the reactants needed to synthesize it. The reactants are: [F:1][C:2]([F:16])([O:6][C:7]1[CH:8]=[C:9]([CH:13]=[CH:14][CH:15]=1)[C:10]([OH:12])=O)[CH:3]([F:5])[F:4].F[P-](F)(F)(F)(F)F.N1(OC(N(C)C)=[N+](C)C)C2N=CC=CC=2N=N1.[NH2:41][C:42]1[CH:43]=[CH:44][C:45]([CH3:64])=[C:46]([CH:63]=1)[O:47][C:48]1[N:53]=[C:52]2[S:54][C:55]([NH:57][C:58]([CH:60]3[CH2:62][CH2:61]3)=[O:59])=[N:56][C:51]2=[CH:50][CH:49]=1.O.